Dataset: Reaction yield outcomes from USPTO patents with 853,638 reactions. Task: Predict the reaction yield, written as a fraction of the theoretical maximum amount of product (1.0 means a 100% yield; for example, 0.34 means a 34% yield). The reactants are Cl.[CH2:2]([O:9][C:10]1[CH:19]=[C:18]2[C:13]([C:14]([Cl:20])=[N:15][CH:16]=[N:17]2)=[CH:12][C:11]=1[O:21][CH3:22])[C:3]1[CH:8]=[CH:7][CH:6]=[CH:5][CH:4]=1. The catalyst is C(Cl)Cl. The product is [CH2:2]([O:9][C:10]1[CH:19]=[C:18]2[C:13]([C:14]([Cl:20])=[N:15][CH:16]=[N:17]2)=[CH:12][C:11]=1[O:21][CH3:22])[C:3]1[CH:8]=[CH:7][CH:6]=[CH:5][CH:4]=1. The yield is 0.960.